This data is from Peptide-MHC class II binding affinity with 134,281 pairs from IEDB. The task is: Regression. Given a peptide amino acid sequence and an MHC pseudo amino acid sequence, predict their binding affinity value. This is MHC class II binding data. The MHC is DRB1_0405 with pseudo-sequence DRB1_0405. The peptide sequence is VGLVVQIDHVRMSTK. The binding affinity (normalized) is 0.651.